Dataset: Full USPTO retrosynthesis dataset with 1.9M reactions from patents (1976-2016). Task: Predict the reactants needed to synthesize the given product. Given the product [O:21]=[C:18]1[NH:8][CH:7]=[C:6]([C:2]2[CH:17]=[CH:16][C:5]([CH2:6][CH2:7][NH:8][C:9](=[O:15])[O:10][C:11]([CH3:14])([CH3:13])[CH3:12])=[CH:4][CH:3]=2)[CH:5]=[CH:4]1, predict the reactants needed to synthesize it. The reactants are: Br[C:2]1[CH:17]=[CH:16][C:5]([CH2:6][CH2:7][NH:8][C:9](=[O:15])[O:10][C:11]([CH3:14])([CH3:13])[CH3:12])=[CH:4][CH:3]=1.[C:18](=[O:21])([O-])[O-].[Na+].[Na+].CO.